From a dataset of Full USPTO retrosynthesis dataset with 1.9M reactions from patents (1976-2016). Predict the reactants needed to synthesize the given product. (1) Given the product [Br:2][C:3]1[CH:4]=[C:5]([N:9]2[C:17]([CH3:18])=[CH:16][C:15]([C:14]([O:13][CH2:11][CH3:12])=[O:21])=[N:10]2)[CH:6]=[CH:7][CH:8]=1, predict the reactants needed to synthesize it. The reactants are: Cl.[Br:2][C:3]1[CH:4]=[C:5]([NH:9][NH2:10])[CH:6]=[CH:7][CH:8]=1.[CH2:11]([O:13][C:14](=[O:21])[C:15](=O)[CH2:16][C:17](=O)[CH3:18])[CH3:12]. (2) Given the product [Cl:24][C:2]1[N:3]([CH3:21])[C:4](=[O:20])[CH:5]=[C:6]([C:8]2[CH:13]=[CH:12][N:11]=[C:10]([C:14]3[CH:19]=[CH:18][CH:17]=[CH:16][CH:15]=3)[N:9]=2)[N:7]=1, predict the reactants needed to synthesize it. The reactants are: S[C:2]1[N:3]([CH3:21])[C:4](=[O:20])[CH:5]=[C:6]([C:8]2[CH:13]=[CH:12][N:11]=[C:10]([C:14]3[CH:19]=[CH:18][CH:17]=[CH:16][CH:15]=3)[N:9]=2)[N:7]=1.P(Cl)(Cl)([Cl:24])=O.O.C(=O)(O)[O-].[Na+]. (3) Given the product [CH2:10]1[O:11][C:3]2[CH:2]=[CH:1][C:6](/[CH:7]=[CH:12]/[C:13]([C:15]3[CH:20]=[CH:19][C:18]([O:21][CH3:22])=[CH:17][C:16]=3[O:23][CH3:24])=[O:14])=[CH:5][C:4]=2[O:9]1, predict the reactants needed to synthesize it. The reactants are: [CH:1]1[C:6]([CH:7]=O)=[CH:5][C:4]2[O:9][CH2:10][O:11][C:3]=2[CH:2]=1.[CH3:12][C:13]([C:15]1[CH:20]=[CH:19][C:18]([O:21][CH3:22])=[CH:17][C:16]=1[O:23][CH3:24])=[O:14].[OH-].[Na+]. (4) Given the product [ClH:14].[Cl:14][C:15]1[CH:16]=[C:17]([O:9][CH:7]2[CH2:8][N:3]([CH2:1][CH3:2])[CH2:4][C:5]3[S:12][C:11]([CH3:13])=[CH:10][C:6]2=3)[CH:18]=[CH:19][C:20]=1[Cl:21], predict the reactants needed to synthesize it. The reactants are: [CH2:1]([N:3]1[CH2:8][CH:7]([OH:9])[C:6]2[CH:10]=[C:11]([CH3:13])[S:12][C:5]=2[CH2:4]1)[CH3:2].[Cl:14][C:15]1[CH:16]=[C:17](F)[CH:18]=[CH:19][C:20]=1[Cl:21]. (5) Given the product [N:20]1[CH:25]=[CH:24][CH:23]=[CH:22][C:21]=1[CH2:26][NH:27][C:17]([C:14]1[CH:15]=[CH:16][C:11]([C:5]2[CH:4]=[C:3]([CH2:1][CH3:2])[C:8](=[O:9])[NH:7][C:6]=2[CH3:10])=[N:12][CH:13]=1)=[O:19], predict the reactants needed to synthesize it. The reactants are: [CH2:1]([C:3]1[C:8](=[O:9])[NH:7][C:6]([CH3:10])=[C:5]([C:11]2[CH:16]=[CH:15][C:14]([C:17]([OH:19])=O)=[CH:13][N:12]=2)[CH:4]=1)[CH3:2].[N:20]1[CH:25]=[CH:24][CH:23]=[CH:22][C:21]=1[CH2:26][NH2:27]. (6) The reactants are: [C:1]([O:5][C:6]([NH:8][C@@H:9]([CH2:14][CH2:15][CH2:16][C:17]([CH3:22])([N+:19]([O-])=O)[CH3:18])[C:10]([O:12][CH3:13])=[O:11])=[O:7])([CH3:4])([CH3:3])[CH3:2].[H][H]. Given the product [CH3:13][O:12][C:10](=[O:11])[C@H:9]([CH2:14][CH2:15][CH2:16][C:17]([CH3:22])([CH3:18])[NH2:19])[NH:8][C:6]([O:5][C:1]([CH3:4])([CH3:2])[CH3:3])=[O:7], predict the reactants needed to synthesize it. (7) The reactants are: [CH2:1]([N:4]1[CH2:9][CH2:8][CH2:7][CH2:6][CH2:5]1)[C:2]#[CH:3].[CH3:10][O:11][C:12](=[O:34])[CH2:13][O:14][C:15]1[CH:20]=[CH:19][C:18]([O:21][CH2:22][C:23]#[C:24][C:25]2[CH:30]=[C:29]([Br:31])[CH:28]=[C:27](Br)[CH:26]=2)=[CH:17][C:16]=1[CH3:33]. Given the product [CH3:10][O:11][C:12](=[O:34])[CH2:13][O:14][C:15]1[CH:20]=[CH:19][C:18]([O:21][CH2:22][C:23]#[C:24][C:25]2[CH:26]=[C:27]([C:3]#[C:2][CH2:1][N:4]3[CH2:9][CH2:8][CH2:7][CH2:6][CH2:5]3)[CH:28]=[C:29]([Br:31])[CH:30]=2)=[CH:17][C:16]=1[CH3:33], predict the reactants needed to synthesize it.